From a dataset of Forward reaction prediction with 1.9M reactions from USPTO patents (1976-2016). Predict the product of the given reaction. (1) Given the reactants C[O:2]C1C(OC)=CC2N(C)C(=O)CN=C(C3C=C(C=CC=3)C#N)C=2C=1.[CH2:26]([N:28]1[C:34]2[CH:35]=[C:36]([O:41][CH3:42])[C:37]([O:39][CH3:40])=[CH:38][C:33]=2[C:32]([C:43]2[CH:44]=[C:45]([CH:48]=[CH:49][CH:50]=2)[C:46]#[N:47])=[N:31][CH2:30][C:29]1=[O:51])[CH3:27], predict the reaction product. The product is: [CH2:26]([N:28]1[C:34]2[CH:35]=[C:36]([O:41][CH3:42])[C:37]([O:39][CH3:40])=[CH:38][C:33]=2[C:32]([C:43]2[CH:44]=[C:45]([CH:48]=[CH:49][CH:50]=2)[C:46]([NH2:47])=[O:2])=[N:31][CH2:30][C:29]1=[O:51])[CH3:27]. (2) The product is: [N:29]([CH:2]([O:1][CH2:16][C:17]1[CH:26]=[CH:25][C:20]([C:21]([O:23][CH3:24])=[O:22])=[CH:19][CH:18]=1)[CH2:3][CH2:4][CH2:5][NH:6][C:7](=[O:12])[C:8]([F:10])([F:11])[F:9])=[N+:30]=[N-:31]. Given the reactants [O:1]=[CH:2][CH2:3][CH2:4][CH2:5][NH:6][C:7](=[O:12])[C:8]([F:11])([F:10])[F:9].C[Si](C)(C)O[CH2:16][C:17]1[CH:26]=[CH:25][C:20]([C:21]([O:23][CH3:24])=[O:22])=[CH:19][CH:18]=1.[N:29]([Si](C)(C)C)=[N+:30]=[N-:31], predict the reaction product. (3) Given the reactants [CH:1]([CH:4]1[C:12]2[C:7](=[CH:8][CH:9]=[C:10]([NH:13][C:14](=[O:16])[CH3:15])[CH:11]=2)[N:6]([CH3:17])[C:5]1=[O:18])([CH3:3])[CH3:2].[N+:19]([O-])([OH:21])=[O:20], predict the reaction product. The product is: [CH:1]([CH:4]1[C:12]2[C:7](=[CH:8][C:9]([N+:19]([O-:21])=[O:20])=[C:10]([NH:13][C:14](=[O:16])[CH3:15])[CH:11]=2)[N:6]([CH3:17])[C:5]1=[O:18])([CH3:3])[CH3:2]. (4) Given the reactants [OH:1][CH2:2][CH2:3][CH:4]1[CH2:9][CH2:8][N:7]([C:10]([O:12][C:13]([CH3:16])([CH3:15])[CH3:14])=[O:11])[CH2:6][CH2:5]1.[Br:17][C:18]1[CH:23]=[CH:22][C:21](F)=[CH:20][CH:19]=1, predict the reaction product. The product is: [Br:17][C:18]1[CH:23]=[CH:22][C:21]([O:1][CH2:2][CH2:3][CH:4]2[CH2:5][CH2:6][N:7]([C:10]([O:12][C:13]([CH3:16])([CH3:15])[CH3:14])=[O:11])[CH2:8][CH2:9]2)=[CH:20][CH:19]=1. (5) Given the reactants [CH3:1][C:2]1[CH:7]=[CH:6][C:5]([C:8]2[O:12][N:11]=[CH:10][C:9]=2[CH2:13][CH2:14][C:15](OC)=[O:16])=[CH:4][CH:3]=1.[H-].C([Al+]CC(C)C)C(C)C.O.O.O.O.O.O.O.O.O.O.[O-]S([O-])(=O)=O.[Na+].[Na+], predict the reaction product. The product is: [CH3:1][C:2]1[CH:3]=[CH:4][C:5]([C:8]2[O:12][N:11]=[CH:10][C:9]=2[CH2:13][CH2:14][CH2:15][OH:16])=[CH:6][CH:7]=1.